This data is from Reaction yield outcomes from USPTO patents with 853,638 reactions. The task is: Predict the reaction yield, written as a fraction of the theoretical maximum amount of product (1.0 means a 100% yield; for example, 0.34 means a 34% yield). (1) The reactants are [Cl:1][C:2]1[CH:10]=[CH:9][CH:8]=[C:7]2[C:3]=1[C:4]([C:17]([OH:19])=O)=[CH:5][N:6]2[CH2:11][CH:12]1[CH2:16][CH2:15][CH2:14][O:13]1.C(Cl)CCl.C(N(CC)CC)C.[NH2:31][CH2:32][C:33]1([OH:41])[CH2:38][CH2:37][CH2:36][C:35]([F:40])([F:39])[CH2:34]1. No catalyst specified. The product is [Cl:1][C:2]1[CH:10]=[CH:9][CH:8]=[C:7]2[C:3]=1[C:4]([C:17]([NH:31][CH2:32][C:33]1([OH:41])[CH2:38][CH2:37][CH2:36][C:35]([F:40])([F:39])[CH2:34]1)=[O:19])=[CH:5][N:6]2[CH2:11][CH:12]1[CH2:16][CH2:15][CH2:14][O:13]1. The yield is 0.190. (2) The reactants are [C:1]([N:4]1[CH2:9][CH2:8][C:7]2[N:10]([CH:26]3[CH2:31][CH2:30][O:29][CH2:28][CH2:27]3)[N:11]=[C:12]([N:13]3[C:22]4[C:17](=[CH:18][C:19](Br)=[C:20]([C:23]#[N:24])[CH:21]=4)[CH2:16][CH2:15][CH2:14]3)[C:6]=2[CH2:5]1)(=[O:3])[CH3:2].C1(P(C2CCCCC2)C2C=CC=CC=2C2C(C(C)C)=CC(C(C)C)=CC=2C(C)C)CCCCC1.[N:66]1[CH:71]=[CH:70][CH:69]=[C:68](B(O)O)[CH:67]=1.C([O-])([O-])=O.[Na+].[Na+]. The catalyst is C1COCC1.O.CC(C1C=C(C(C)C)C(C2C=CC=C(P(C3CCCCC3)C3CCCCC3)C=2)=C(C(C)C)C=1)C.C1C=[C-]C(C2C(N)=CC=CC=2)=CC=1.Cl[Pd+]. The product is [C:1]([N:4]1[CH2:9][CH2:8][C:7]2[N:10]([CH:26]3[CH2:31][CH2:30][O:29][CH2:28][CH2:27]3)[N:11]=[C:12]([N:13]3[C:22]4[C:17](=[CH:18][C:19]([C:68]5[CH:67]=[N:66][CH:71]=[CH:70][CH:69]=5)=[C:20]([C:23]#[N:24])[CH:21]=4)[CH2:16][CH2:15][CH2:14]3)[C:6]=2[CH2:5]1)(=[O:3])[CH3:2]. The yield is 0.200. (3) The reactants are Cl.[NH2:2][CH2:3][CH2:4][CH2:5][CH2:6][N:7]1[C:11](=[O:12])[NH:10][NH:9][C:8]1=[O:13].COC(N1[C:22](=[O:23])[CH:21]=[CH:20][C:19]1=[O:24])=O. The catalyst is C([O-])(O)=O.[Na+]. The product is [O:23]=[C:22]1[CH:21]=[CH:20][C:19](=[O:24])[N:2]1[CH2:3][CH2:4][CH2:5][CH2:6][N:7]1[C:8](=[O:13])[NH:9][NH:10][C:11]1=[O:12]. The yield is 0.200. (4) The reactants are CCN(C(C)C)C(C)C.[Cl:10][C:11]1[CH:12]=[C:13]2[C:18](=[CH:19][CH:20]=1)[O:17][CH2:16][C:15]([C:21]([OH:23])=O)=[CH:14]2.CN(C(ON1N=NC2C=CC=NC1=2)=[N+](C)C)C.F[P-](F)(F)(F)(F)F.[N:48]1[C:49]([C:57]2[CH:58]=[C:59]([NH2:63])[CH:60]=[CH:61][CH:62]=2)=[CH:50][N:51]2[CH:56]=[CH:55][CH:54]=[CH:53][C:52]=12. The yield is 0.690. The catalyst is CN(C=O)C. The product is [N:48]1[C:49]([C:57]2[CH:58]=[C:59]([NH:63][C:21]([C:15]3[CH2:16][O:17][C:18]4[C:13]([CH:14]=3)=[CH:12][C:11]([Cl:10])=[CH:20][CH:19]=4)=[O:23])[CH:60]=[CH:61][CH:62]=2)=[CH:50][N:51]2[CH:56]=[CH:55][CH:54]=[CH:53][C:52]=12. (5) The reactants are [O:1]=[C:2]1[N:11]=[C:10]2[C:5](=[CH:6][CH:7]=[C:8]([C:12]([O:14]C)=[O:13])[NH:9]2)[CH2:4][CH2:3]1.O.[OH-].[Na+]. The catalyst is O1CCOCC1. The product is [O:1]=[C:2]1[N:11]=[C:10]2[C:5](=[CH:6][CH:7]=[C:8]([C:12]([OH:14])=[O:13])[NH:9]2)[CH2:4][CH2:3]1. The yield is 0.790. (6) The catalyst is CO. The reactants are [NH2:1][C:2]1[C:3]([C:9]([O:11]C)=O)=[N:4][C:5]([Br:8])=[CH:6][N:7]=1.[CH3:13][NH2:14]. The product is [NH2:1][C:2]1[C:3]([C:9]([NH:14][CH3:13])=[O:11])=[N:4][C:5]([Br:8])=[CH:6][N:7]=1. The yield is 0.880. (7) The reactants are [CH:1]1[C:10]2[C:5](=[CH:6][CH:7]=[CH:8][CH:9]=2)[CH:4]=[CH:3][C:2]=1[Mg]Br.[N:13]12[CH2:20][CH2:19][C:16]([C:21]([O:23]CC)=O)([CH2:17][CH2:18]1)[CH2:15][CH2:14]2. The catalyst is C1COCC1. The product is [N:13]12[CH2:14][CH2:15][C:16]([C:21]([C:3]3[CH:2]=[CH:1][C:10]4[C:5](=[CH:6][CH:7]=[CH:8][CH:9]=4)[CH:4]=3)([C:2]3[CH:3]=[CH:4][C:5]4[C:10](=[CH:9][CH:8]=[CH:7][CH:6]=4)[CH:1]=3)[OH:23])([CH2:17][CH2:18]1)[CH2:19][CH2:20]2. The yield is 0.773.